From a dataset of NCI-60 drug combinations with 297,098 pairs across 59 cell lines. Regression. Given two drug SMILES strings and cell line genomic features, predict the synergy score measuring deviation from expected non-interaction effect. (1) Drug 1: CC1=CC2C(CCC3(C2CCC3(C(=O)C)OC(=O)C)C)C4(C1=CC(=O)CC4)C. Drug 2: C1=NNC2=C1C(=O)NC=N2. Cell line: M14. Synergy scores: CSS=0.903, Synergy_ZIP=1.41, Synergy_Bliss=2.42, Synergy_Loewe=-0.698, Synergy_HSA=-0.435. (2) Drug 1: CC1=C2C(C(=O)C3(C(CC4C(C3C(C(C2(C)C)(CC1OC(=O)C(C(C5=CC=CC=C5)NC(=O)OC(C)(C)C)O)O)OC(=O)C6=CC=CC=C6)(CO4)OC(=O)C)OC)C)OC. Drug 2: C1=CN(C(=O)N=C1N)C2C(C(C(O2)CO)O)O.Cl. Cell line: SF-268. Synergy scores: CSS=31.1, Synergy_ZIP=-3.49, Synergy_Bliss=-6.29, Synergy_Loewe=-4.71, Synergy_HSA=-2.75. (3) Cell line: UO-31. Drug 1: CS(=O)(=O)CCNCC1=CC=C(O1)C2=CC3=C(C=C2)N=CN=C3NC4=CC(=C(C=C4)OCC5=CC(=CC=C5)F)Cl. Drug 2: CCN(CC)CCNC(=O)C1=C(NC(=C1C)C=C2C3=C(C=CC(=C3)F)NC2=O)C. Synergy scores: CSS=13.4, Synergy_ZIP=-6.96, Synergy_Bliss=-0.257, Synergy_Loewe=-6.78, Synergy_HSA=0.171. (4) Drug 1: CC1C(C(CC(O1)OC2CC(CC3=C2C(=C4C(=C3O)C(=O)C5=C(C4=O)C(=CC=C5)OC)O)(C(=O)C)O)N)O.Cl. Drug 2: C1=CN(C(=O)N=C1N)C2C(C(C(O2)CO)O)O.Cl. Cell line: MOLT-4. Synergy scores: CSS=90.9, Synergy_ZIP=4.27, Synergy_Bliss=4.05, Synergy_Loewe=1.71, Synergy_HSA=7.19. (5) Cell line: HCC-2998. Synergy scores: CSS=26.5, Synergy_ZIP=-1.42, Synergy_Bliss=-3.43, Synergy_Loewe=-12.9, Synergy_HSA=-2.11. Drug 2: C1=CN(C=N1)CC(O)(P(=O)(O)O)P(=O)(O)O. Drug 1: C1=CC(=CC=C1CCC2=CNC3=C2C(=O)NC(=N3)N)C(=O)NC(CCC(=O)O)C(=O)O. (6) Drug 1: C1CN1P(=S)(N2CC2)N3CC3. Drug 2: CCC1=C2CN3C(=CC4=C(C3=O)COC(=O)C4(CC)O)C2=NC5=C1C=C(C=C5)O. Cell line: TK-10. Synergy scores: CSS=11.7, Synergy_ZIP=-2.67, Synergy_Bliss=3.53, Synergy_Loewe=-3.63, Synergy_HSA=2.33. (7) Drug 2: CN(CC1=CN=C2C(=N1)C(=NC(=N2)N)N)C3=CC=C(C=C3)C(=O)NC(CCC(=O)O)C(=O)O. Drug 1: CC1CCC2CC(C(=CC=CC=CC(CC(C(=O)C(C(C(=CC(C(=O)CC(OC(=O)C3CCCCN3C(=O)C(=O)C1(O2)O)C(C)CC4CCC(C(C4)OC)O)C)C)O)OC)C)C)C)OC. Synergy scores: CSS=43.0, Synergy_ZIP=10.3, Synergy_Bliss=10.2, Synergy_Loewe=-10.0, Synergy_HSA=8.80. Cell line: MDA-MB-435. (8) Drug 1: CNC(=O)C1=CC=CC=C1SC2=CC3=C(C=C2)C(=NN3)C=CC4=CC=CC=N4. Drug 2: B(C(CC(C)C)NC(=O)C(CC1=CC=CC=C1)NC(=O)C2=NC=CN=C2)(O)O. Cell line: TK-10. Synergy scores: CSS=3.27, Synergy_ZIP=0.0204, Synergy_Bliss=1.84, Synergy_Loewe=0.810, Synergy_HSA=0.326.